From a dataset of Catalyst prediction with 721,799 reactions and 888 catalyst types from USPTO. Predict which catalyst facilitates the given reaction. (1) Reactant: [Cl:1][C:2]1[C:11]2[O:10][CH2:9][CH:8]([N+:12]([O-])=O)[CH2:7][C:6]=2[C:5]([C:15]([NH2:17])=[O:16])=[CH:4][CH:3]=1.C1COCC1.O.NN. Product: [ClH:1].[NH2:12][CH:8]1[CH2:7][C:6]2[C:5]([C:15]([NH2:17])=[O:16])=[CH:4][CH:3]=[C:2]([Cl:1])[C:11]=2[O:10][CH2:9]1. The catalyst class is: 171. (2) Reactant: [F:1][C:2]1[CH:8]=[CH:7][C:5]([NH2:6])=[C:4]([O:9][CH:10]2[CH2:15][CH2:14][O:13][CH2:12][CH2:11]2)[CH:3]=1.Cl[C:17]1[C:18]2[C:25]([CH3:26])=[C:24]([C:27]([O:29][CH3:30])=[O:28])[S:23][C:19]=2[N:20]=[CH:21][N:22]=1.C1(C)C=CC(S(O)(=O)=O)=CC=1. Product: [F:1][C:2]1[CH:8]=[CH:7][C:5]([NH:6][C:17]2[C:18]3[C:25]([CH3:26])=[C:24]([C:27]([O:29][CH3:30])=[O:28])[S:23][C:19]=3[N:20]=[CH:21][N:22]=2)=[C:4]([O:9][CH:10]2[CH2:15][CH2:14][O:13][CH2:12][CH2:11]2)[CH:3]=1. The catalyst class is: 12. (3) The catalyst class is: 12. Product: [NH2:22][C@:18]1([CH2:19][OH:20])[CH2:24][CH2:25][C@@H:16]([C:13]2[CH:14]=[CH:15][C:10]([O:9][CH2:1][CH2:2][CH2:3][CH2:4][CH2:5][CH2:6][CH2:7][CH3:8])=[CH:11][CH:12]=2)[CH2:17]1. Reactant: [CH2:1]([O:9][C:10]1[CH:15]=[CH:14][C:13]([C@@H:16]2[CH2:25][CH2:24][C@@:18]3([NH:22]C(=O)[O:20][CH2:19]3)[CH2:17]2)=[CH:12][CH:11]=1)[CH2:2][CH2:3][CH2:4][CH2:5][CH2:6][CH2:7][CH3:8].O.[OH-].[Li+].O. (4) Reactant: [F:1][C:2]1[CH:24]=[CH:23][C:5]([C:6]([NH:8][C:9]2[CH:14]=[C:13]([O:15][C:16]3[CH:17]=[N:18][CH:19]=[CH:20][CH:21]=3)[CH:12]=[C:11](I)[CH:10]=2)=[O:7])=[CH:4][CH:3]=1. Product: [F:1][C:2]1[CH:24]=[CH:23][C:5]([C:6]([NH:8][C:9]2[CH:14]=[C:13]([O:15][C:16]3[CH:17]=[N:18][CH:19]=[CH:20][CH:21]=3)[CH:12]=[C:11]([C:17]3[CH:16]=[CH:21][CH:20]=[CH:19][N:18]=3)[CH:10]=2)=[O:7])=[CH:4][CH:3]=1. The catalyst class is: 516.